Task: Predict the product of the given reaction.. Dataset: Forward reaction prediction with 1.9M reactions from USPTO patents (1976-2016) (1) Given the reactants [CH3:1][C:2]1([CH3:15])[CH2:6][CH2:5][C:4](=O)[N:3]1[C:8]([O:10][C:11]([CH3:14])([CH3:13])[CH3:12])=[O:9].CC(C[AlH]CC(C)C)C.[CH2:25]([C@@H:32]1[CH2:36][O:35][C:34](=[O:37])[N:33]1[C:38](=[O:47])[CH2:39][C:40]1[CH:45]=[CH:44][C:43]([Cl:46])=[CH:42][CH:41]=1)[C:26]1[CH:31]=[CH:30][CH:29]=[CH:28][CH:27]=1.C(N(C(C)C)CC)(C)C.OC1N(C(OC(C)(C)C)=O)C(C)(C)CC1, predict the reaction product. The product is: [CH2:25]([C@@H:32]1[CH2:36][O:35][C:34](=[O:37])[N:33]1[C:38](=[O:47])[C@H:39]([C@H:4]1[N:3]([C:8]([O:10][C:11]([CH3:14])([CH3:13])[CH3:12])=[O:9])[C:2]([CH3:15])([CH3:1])[CH2:6][CH2:5]1)[C:40]1[CH:41]=[CH:42][C:43]([Cl:46])=[CH:44][CH:45]=1)[C:26]1[CH:31]=[CH:30][CH:29]=[CH:28][CH:27]=1. (2) Given the reactants C([O:3][C:4](=[O:42])[C:5]([O:14][C:15]1[CH:20]=[CH:19][C:18]([O:21][CH2:22][CH2:23][C:24]2[N:25]=[C:26]([C:30]3[CH:31]=[C:32]([C:36]4[CH:41]=[CH:40][CH:39]=[CH:38][CH:37]=4)[CH:33]=[CH:34][CH:35]=3)[O:27][C:28]=2[CH3:29])=[CH:17][CH:16]=1)([CH3:13])[CH2:6][C:7]1[CH:12]=[CH:11][CH:10]=[CH:9][CH:8]=1)C.[OH-].[Na+], predict the reaction product. The product is: [C:32]1([C:36]2[CH:41]=[CH:40][CH:39]=[CH:38][CH:37]=2)[CH:33]=[CH:34][CH:35]=[C:30]([C:26]2[O:27][C:28]([CH3:29])=[C:24]([CH2:23][CH2:22][O:21][C:18]3[CH:19]=[CH:20][C:15]([O:14][C:5]([CH3:13])([CH2:6][C:7]4[CH:8]=[CH:9][CH:10]=[CH:11][CH:12]=4)[C:4]([OH:42])=[O:3])=[CH:16][CH:17]=3)[N:25]=2)[CH:31]=1. (3) Given the reactants [CH2:1]([O:3][C:4]([C:6]1([C:9]2[CH:14]=[CH:13][C:12]([C:15]3[CH:20]=[CH:19][C:18]([C:21]4[S:22][C:23]([Cl:29])=[CH:24][C:25]=4C(=O)N)=[CH:17][C:16]=3[O:30][CH3:31])=[CH:11][CH:10]=2)[CH2:8][CH2:7]1)=[O:5])[CH3:2].[Cl:32][C:33]1[CH:38]=[CH:37][C:36]([C@H:39]([OH:41])[CH3:40])=[CH:35][CH:34]=1.[N:42]1[CH:47]=CC=CC=1.FC(F)(F)C(OI(C1C=CC=CC=1)OC(=O)C(F)(F)F)=[O:51], predict the reaction product. The product is: [CH2:1]([O:3][C:4]([C:6]1([C:9]2[CH:14]=[CH:13][C:12]([C:15]3[CH:20]=[CH:19][C:18]([C:21]4[S:22][C:23]([Cl:29])=[CH:24][C:25]=4[NH:42][C:47]([O:41][C@@H:39]([C:36]4[CH:37]=[CH:38][C:33]([Cl:32])=[CH:34][CH:35]=4)[CH3:40])=[O:51])=[CH:17][C:16]=3[O:30][CH3:31])=[CH:11][CH:10]=2)[CH2:8][CH2:7]1)=[O:5])[CH3:2]. (4) Given the reactants [CH3:1][N:2]([CH2:4]N(C)C)[CH3:3].[CH3:8][O:9][C:10]1[CH:19]=[CH:18][CH:17]=[C:16]2[C:11]=1[CH2:12][CH2:13][CH2:14][C:15]2=[O:20].C([Cl:24])(=O)C, predict the reaction product. The product is: [ClH:24].[CH3:1][N:2]([CH2:4][CH:14]1[CH2:13][CH2:12][C:11]2[C:16](=[CH:17][CH:18]=[CH:19][C:10]=2[O:9][CH3:8])[C:15]1=[O:20])[CH3:3]. (5) Given the reactants C(O[C:6]([NH:8][CH2:9][CH2:10][CH2:11][C:12]1[C:13]([C:24]2[CH:29]=[CH:28][N:27]=[CH:26][CH:25]=2)=[C:14](C2C=CC(F)=CC=2)[NH:15][CH:16]=1)=O)(C)(C)C.BrC1C(C2C=CC=CN=2)=C([C:46]2[CH:51]=[CH:50][C:49]([F:52])=[CH:48][CH:47]=2)N([Si](C(C)C)(C(C)C)C(C)C)C=1.[CH2:59]1[CH:67]2N([CH2:67][CH2:59][C:60](=O)[CH2:61]2)[CH2:61][CH2:60]1.C(N1CCC(=O)CC1)C1C=CC=CC=1, predict the reaction product. The product is: [F:52][C:49]1[CH:48]=[C:47]([C:14]2[NH:15][CH:16]=[C:12]([C:11]3[CH2:61][CH:60]4[N:8]([CH2:6][CH2:67][CH2:59]4)[CH2:9][CH:10]=3)[C:13]=2[C:24]2[CH:29]=[CH:28][N:27]=[CH:26][CH:25]=2)[CH:46]=[CH:51][CH:50]=1. (6) Given the reactants [OH:1][CH2:2][C:3]1[CH:4]=[N:5][CH:6]=[C:7]([CH3:9])[CH:8]=1, predict the reaction product. The product is: [CH:2]([C:3]1[CH:4]=[N:5][CH:6]=[C:7]([CH3:9])[CH:8]=1)=[O:1]. (7) Given the reactants [Cl:1][C:2]1[N:11]=[C:10]([NH:12][CH:13]([CH3:15])[CH3:14])[C:9]2[C:4](=[CH:5][CH:6]=[C:7]([N+:16]([O-:18])=[O:17])[CH:8]=2)[N:3]=1.[CH2:19]([NH2:22])[CH:20]=[CH2:21], predict the reaction product. The product is: [ClH:1].[CH2:19]([NH:22][C:2]1[N:11]=[C:10]([NH:12][CH:13]([CH3:15])[CH3:14])[C:9]2[C:4](=[CH:5][CH:6]=[C:7]([N+:16]([O-:18])=[O:17])[CH:8]=2)[N:3]=1)[CH:20]=[CH2:21]. (8) Given the reactants [Br:1][C:2]1[C:7]([CH3:8])=[CH:6][C:5]([OH:9])=[CH:4][C:3]=1[CH3:10].[N:11]1([CH2:16][CH2:17]O)[CH2:15][CH2:14][CH2:13][CH2:12]1.C1C=CC(P(C2C=CC=CC=2)C2C=CC=CC=2)=CC=1.CCOC(/N=N/C(OCC)=O)=O, predict the reaction product. The product is: [Br:1][C:2]1[C:7]([CH3:8])=[CH:6][C:5]([O:9][CH2:17][CH2:16][N:11]2[CH2:15][CH2:14][CH2:13][CH2:12]2)=[CH:4][C:3]=1[CH3:10].